The task is: Predict the product of the given reaction.. This data is from Forward reaction prediction with 1.9M reactions from USPTO patents (1976-2016). Given the reactants [CH3:1][C:2]1[CH:15]=[CH:14][C:5]([O:6][C:7]2[N:12]=[CH:11][C:10]([NH2:13])=[CH:9][CH:8]=2)=[CH:4][C:3]=1[O:16][C:17]([F:20])([F:19])[F:18].[C:21](Cl)(=[O:23])[CH3:22], predict the reaction product. The product is: [CH3:1][C:2]1[CH:15]=[CH:14][C:5]([O:6][C:7]2[N:12]=[CH:11][C:10]([NH:13][C:21](=[O:23])[CH3:22])=[CH:9][CH:8]=2)=[CH:4][C:3]=1[O:16][C:17]([F:18])([F:20])[F:19].